This data is from Full USPTO retrosynthesis dataset with 1.9M reactions from patents (1976-2016). The task is: Predict the reactants needed to synthesize the given product. (1) The reactants are: [C:1]([C:3]1[CH:4]=[C:5]([S:9]([NH:12][C:13]2[CH:14]=[CH:15][C:16]3[CH2:20][O:19][B:18]([OH:21])[C:17]=3[CH:22]=2)(=[O:11])=[O:10])[CH:6]=[CH:7][CH:8]=1)#[N:2].N. Given the product [NH2:2][CH2:1][C:3]1[CH:4]=[C:5]([S:9]([NH:12][C:13]2[CH:14]=[CH:15][C:16]3[CH2:20][O:19][B:18]([OH:21])[C:17]=3[CH:22]=2)(=[O:10])=[O:11])[CH:6]=[CH:7][CH:8]=1, predict the reactants needed to synthesize it. (2) Given the product [CH:1]1([C:7]2[CH:15]=[CH:14][CH:13]=[CH:12][C:8]=2[N:18]=[C:22]=[O:32])[CH2:2][CH2:3][CH2:4][CH2:5][CH2:6]1, predict the reactants needed to synthesize it. The reactants are: [CH:1]1([C:7]2[CH:15]=[CH:14][CH:13]=[CH:12][C:8]=2C(O)=O)[CH2:6][CH2:5][CH2:4][CH2:3][CH2:2]1.CC[N:18]([CH:22](C)C)C(C)C.C1(P(N=[N+]=[N-])(C2C=CC=CC=2)=[O:32])C=CC=CC=1.